From a dataset of Full USPTO retrosynthesis dataset with 1.9M reactions from patents (1976-2016). Predict the reactants needed to synthesize the given product. (1) Given the product [NH2:35][C:36]1[C:45]2[C:40](=[C:41]([F:50])[C:42]([O:48][CH3:49])=[C:43]([O:46][CH3:47])[CH:44]=2)[N:39]=[C:38]([N:51]2[CH2:56][CH2:55][N:54]([C:57](=[O:70])[CH2:58][C@H:59]([C:63]3[CH:68]=[CH:67][C:66]([F:69])=[CH:65][CH:64]=3)[C:60]([NH2:7])=[O:62])[CH2:53][CH2:52]2)[N:37]=1, predict the reactants needed to synthesize it. The reactants are: C1C=CC2N(O)N=[N:7]C=2C=1.CN(C(ON1N=NC2C=CC=CC1=2)=[N+](C)C)C.F[P-](F)(F)(F)(F)F.[NH2:35][C:36]1[C:45]2[C:40](=[C:41]([F:50])[C:42]([O:48][CH3:49])=[C:43]([O:46][CH3:47])[CH:44]=2)[N:39]=[C:38]([N:51]2[CH2:56][CH2:55][N:54]([C:57](=[O:70])[CH2:58][C@H:59]([C:63]3[CH:68]=[CH:67][C:66]([F:69])=[CH:65][CH:64]=3)[C:60]([OH:62])=O)[CH2:53][CH2:52]2)[N:37]=1.[Cl-].[NH4+].C(N(CC)CC)C. (2) Given the product [F:1][C:2]1[CH:7]=[C:6]([F:8])[CH:5]=[CH:4][C:3]=1[NH:9][S:19]([CH2:16][CH2:17][CH3:18])(=[O:21])=[O:20], predict the reactants needed to synthesize it. The reactants are: [F:1][C:2]1[CH:7]=[C:6]([F:8])[CH:5]=[CH:4][C:3]=1[NH2:9].N1C=CC=CC=1.[CH2:16]([S:19](Cl)(=[O:21])=[O:20])[CH2:17][CH3:18].Cl.